This data is from Full USPTO retrosynthesis dataset with 1.9M reactions from patents (1976-2016). The task is: Predict the reactants needed to synthesize the given product. (1) Given the product [NH2:9][C:3]1[N:4]=[CH:5][N:6]=[C:7]([O:10][CH2:11][CH:12]2[CH2:13][CH2:14][N:15]([C:18](=[O:20])[C:41]#[C:42][CH3:43])[CH2:16][CH2:17]2)[C:2]=1[C:29]1[CH:30]=[CH:31][C:26]([O:25][C:32]2[CH:37]=[CH:36][CH:35]=[CH:34][CH:33]=2)=[CH:27][CH:28]=1, predict the reactants needed to synthesize it. The reactants are: Cl[C:2]1[C:3]([NH2:9])=[N:4][CH:5]=[N:6][C:7]=1Cl.[OH:10][CH2:11][CH:12]1[CH2:17][CH2:16][N:15]([C:18]([O:20]C(C)(C)C)=O)[CH2:14][CH2:13]1.[O:25]([C:32]1[CH:37]=[CH:36][C:35](B(O)O)=[CH:34][CH:33]=1)[C:26]1[CH:31]=[CH:30][CH:29]=[CH:28][CH:27]=1.[C:41](O)(=O)[C:42]#[C:43]C. (2) Given the product [N+:8]([C:11]1[CH:16]=[CH:15][C:14]([O:17][CH2:2][C:3]([O:5][CH2:6][CH3:7])=[O:4])=[CH:13][CH:12]=1)([O-:10])=[O:9], predict the reactants needed to synthesize it. The reactants are: Br[CH2:2][C:3]([O:5][CH2:6][CH3:7])=[O:4].[N+:8]([C:11]1[CH:16]=[CH:15][C:14]([OH:17])=[CH:13][CH:12]=1)([O-:10])=[O:9]. (3) Given the product [C:27]([C:28]1[CH:3]=[C:4]([O:21][C:22]([F:23])([F:24])[F:25])[CH:5]=[C:6]2[C:29]=1[O:10][CH:9]([C:12]([F:15])([F:13])[F:14])[C:8]([C:16]([O:18][CH2:19][CH3:20])=[O:17])=[CH:7]2)#[C:26][CH2:30][CH3:31], predict the reactants needed to synthesize it. The reactants are: IC1[CH:3]=[C:4]([O:21][C:22]([F:25])([F:24])[F:23])[CH:5]=[C:6]2C=1[O:10][CH:9]([C:12]([F:15])([F:14])[F:13])[C:8]([C:16]([O:18][CH2:19][CH3:20])=[O:17])=[CH:7]2.[CH:26]#[C:27][CH2:28][CH3:29].[C:30]1(C)C=CC=C[CH:31]=1. (4) Given the product [F:24][C:6]1[CH:7]=[CH:8][C:9]2[C:10]3[CH:14]=[N:13][NH:12][C:11]=3[C:2]([NH:25][C:26]3[CH:36]=[CH:35][C:29]4[O:30][CH2:31][C:32](=[O:34])[NH:33][C:28]=4[CH:27]=3)=[N:3][C:4]=2[CH:5]=1, predict the reactants needed to synthesize it. The reactants are: Cl[C:2]1[C:11]2=[N:12][N:13](CC3C=CC(OC)=CC=3)[CH:14]=[C:10]2[C:9]2[CH:8]=[CH:7][C:6]([F:24])=[CH:5][C:4]=2[N:3]=1.[NH2:25][C:26]1[CH:36]=[CH:35][C:29]2[O:30][CH2:31][C:32](=[O:34])[NH:33][C:28]=2[CH:27]=1.Cl. (5) Given the product [CH3:15][C:16]1([CH3:17])[C:18]([CH3:21])([CH3:19])[O:14][B:12]([CH:11]=[CH:10][CH2:9][NH:8][C:6](=[O:7])[O:5][C:1]([CH3:4])([CH3:2])[CH3:3])[O:13]1, predict the reactants needed to synthesize it. The reactants are: [C:1]([O:5][C:6]([NH:8][CH2:9][CH:10]=[CH:11][B:12]([OH:14])[OH:13])=[O:7])([CH3:4])([CH3:3])[CH3:2].[CH3:15][C:16](O)([C:18]([CH3:21])(O)[CH3:19])[CH3:17].[O-]S([O-])(=O)=O.[Mg+2]. (6) Given the product [NH2:1][C:2]1[CH:10]=[CH:9][C:5]([C:6]([N:15]2[C@@H:16]3[C@@H:21]([C:20]4[CH:22]=[CH:23][CH:24]=[CH:25][C:19]=4[CH2:18][CH2:17]3)[CH2:12][CH2:13][CH2:14]2)=[O:8])=[CH:4][C:3]=1[F:11], predict the reactants needed to synthesize it. The reactants are: [NH2:1][C:2]1[CH:10]=[CH:9][C:5]([C:6]([OH:8])=O)=[CH:4][C:3]=1[F:11].[CH2:12]1[C@H:21]2[C@H:16]([CH2:17][CH2:18][C:19]3[CH:25]=[CH:24][CH:23]=[CH:22][C:20]=32)[NH:15][CH2:14][CH2:13]1.F[P-](F)(F)(F)(F)F.N1(OC(N(C)C)=[N+](C)C)C2N=CC=CC=2N=N1. (7) The reactants are: [CH:1]([NH:4][C:5]1[C:10]2[C:11]([C:23]3[CH:24]=[C:25]([CH:31]=[CH:32][N:33]=3)[C:26]([N:28]([CH3:30])[CH3:29])=[O:27])=[N:12][N:13](CC3C=CC(OC)=CC=3)[C:9]=2[CH:8]=[CH:7][N:6]=1)([CH3:3])[CH3:2].C(NC1C2C(C3C=C(C=CN=3)C(O)=O)=NN(CC3C=CC(OC)=CC=3)C=2C=CN=1)(C)C.Cl.CNC.CN(C(ON1N=NC2C=CC=NC1=2)=[N+](C)C)C.F[P-](F)(F)(F)(F)F.CCN(CC)CC. Given the product [CH:1]([NH:4][C:5]1[C:10]2[C:11]([C:23]3[CH:24]=[C:25]([CH:31]=[CH:32][N:33]=3)[C:26]([N:28]([CH3:29])[CH3:30])=[O:27])=[N:12][NH:13][C:9]=2[CH:8]=[CH:7][N:6]=1)([CH3:3])[CH3:2], predict the reactants needed to synthesize it. (8) The reactants are: [N+:1]([C:4]1[CH:9]=[CH:8][C:7]([CH:10]([CH3:13])[C:11]#[N:12])=[CH:6][CH:5]=1)([O-])=O. Given the product [NH2:1][C:4]1[CH:5]=[CH:6][C:7]([CH:10]([CH3:13])[C:11]#[N:12])=[CH:8][CH:9]=1, predict the reactants needed to synthesize it.